Dataset: Reaction yield outcomes from USPTO patents with 853,638 reactions. Task: Predict the reaction yield, written as a fraction of the theoretical maximum amount of product (1.0 means a 100% yield; for example, 0.34 means a 34% yield). (1) The reactants are [Cl:1][C:2]1[CH:7]=[N:6][NH:5][C:4](=O)[C:3]=1[C:9]1[CH:14]=[CH:13][C:12]([Cl:15])=[CH:11][CH:10]=1.O=P(Cl)(Cl)[Cl:18]. No catalyst specified. The product is [Cl:18][C:4]1[N:5]=[N:6][CH:7]=[C:2]([Cl:1])[C:3]=1[C:9]1[CH:14]=[CH:13][C:12]([Cl:15])=[CH:11][CH:10]=1. The yield is 0.960. (2) The reactants are [F:1][C:2]1[CH:7]=[CH:6][CH:5]=[CH:4][C:3]=1[C:8]1[CH:9]=[C:10]([NH2:14])[CH:11]=[N:12][CH:13]=1.[Cl:15][C:16]1[CH:17]=[C:18]([CH:22]=[CH:23][N:24]=1)[C:19](O)=[O:20].CCN(C(C)C)C(C)C.C(P1(=O)OP(CCC)(=O)OP(CCC)(=O)O1)CC. The catalyst is CN(C=O)C.CCOC(C)=O. The product is [Cl:15][C:16]1[CH:17]=[C:18]([CH:22]=[CH:23][N:24]=1)[C:19]([NH:14][C:10]1[CH:11]=[N:12][CH:13]=[C:8]([C:3]2[CH:4]=[CH:5][CH:6]=[CH:7][C:2]=2[F:1])[CH:9]=1)=[O:20]. The yield is 0.574. (3) The reactants are [N:1]12[CH2:9][C@@H:5]([CH2:6][CH2:7][CH2:8]1)[C@@H:4]([O:10]C(=O)C)[CH2:3][CH2:2]2. The catalyst is [OH-].[Na+]. The product is [N:1]12[CH2:9][C@@H:5]([CH2:6][CH2:7][CH2:8]1)[C@@H:4]([OH:10])[CH2:3][CH2:2]2. The yield is 0.910. (4) The reactants are [BH4-].[Na+].[N+:3]([C:6]1[CH:7]=[C:8]2[CH:14]=[C:13]([CH:15]=[O:16])[N:12]([S:17]([C:20]3[CH:25]=[CH:24][CH:23]=[CH:22][CH:21]=3)(=[O:19])=[O:18])[C:9]2=[N:10][CH:11]=1)([O-:5])=[O:4].O.C(OCC)(=O)C. The catalyst is C1COCC1.CO. The product is [N+:3]([C:6]1[CH:7]=[C:8]2[CH:14]=[C:13]([CH2:15][OH:16])[N:12]([S:17]([C:20]3[CH:21]=[CH:22][CH:23]=[CH:24][CH:25]=3)(=[O:18])=[O:19])[C:9]2=[N:10][CH:11]=1)([O-:5])=[O:4]. The yield is 0.420.